Dataset: Peptide-MHC class I binding affinity with 185,985 pairs from IEDB/IMGT. Task: Regression. Given a peptide amino acid sequence and an MHC pseudo amino acid sequence, predict their binding affinity value. This is MHC class I binding data. (1) The peptide sequence is YSVKYPNL. The MHC is H-2-Db with pseudo-sequence H-2-Db. The binding affinity (normalized) is 0. (2) The peptide sequence is DRYPANAIV. The MHC is HLA-B15:01 with pseudo-sequence HLA-B15:01. The binding affinity (normalized) is 0.0847. (3) The peptide sequence is TQIGCTLNF. The MHC is HLA-A11:01 with pseudo-sequence HLA-A11:01. The binding affinity (normalized) is 0. (4) The peptide sequence is TTRLENVMW. The MHC is HLA-B57:01 with pseudo-sequence HLA-B57:01. The binding affinity (normalized) is 0.752. (5) The peptide sequence is IVHVDHECF. The MHC is HLA-A11:01 with pseudo-sequence HLA-A11:01. The binding affinity (normalized) is 0.0847. (6) The peptide sequence is ALYWALMES. The MHC is HLA-B44:02 with pseudo-sequence HLA-B44:02. The binding affinity (normalized) is 0.0847. (7) The peptide sequence is CVRMYNPTNIL. The MHC is Mamu-B03 with pseudo-sequence Mamu-B03. The binding affinity (normalized) is 0.346.